Task: Predict the reactants needed to synthesize the given product.. Dataset: Full USPTO retrosynthesis dataset with 1.9M reactions from patents (1976-2016) Given the product [CH3:18][O:19][C:20]([C:22]1[CH:27]=[CH:26][C:25]([N:13]2[CH2:14][CH2:15][C:10]3[CH:9]=[C:8]([C:5]4[CH:4]=[CH:3][C:2]([Cl:1])=[CH:7][CH:6]=4)[S:17][C:11]=3[C:12]2=[O:16])=[CH:24][N:23]=1)=[O:21], predict the reactants needed to synthesize it. The reactants are: [Cl:1][C:2]1[CH:7]=[CH:6][C:5]([C:8]2[S:17][C:11]3[C:12](=[O:16])[NH:13][CH2:14][CH2:15][C:10]=3[CH:9]=2)=[CH:4][CH:3]=1.[CH3:18][O:19][C:20]([C:22]1[CH:27]=[CH:26][C:25](Br)=[CH:24][N:23]=1)=[O:21].C([O-])([O-])=O.[Cs+].[Cs+].